Dataset: Full USPTO retrosynthesis dataset with 1.9M reactions from patents (1976-2016). Task: Predict the reactants needed to synthesize the given product. The reactants are: [H-].[Na+].[CH3:3]O.[Br:5][C:6]1[C:11]([OH:12])=[CH:10][CH:9]=[CH:8][N:7]=1.CI. Given the product [Br:5][C:6]1[C:11]([O:12][CH3:3])=[CH:10][CH:9]=[CH:8][N:7]=1, predict the reactants needed to synthesize it.